Dataset: Full USPTO retrosynthesis dataset with 1.9M reactions from patents (1976-2016). Task: Predict the reactants needed to synthesize the given product. (1) Given the product [O:20]1[C:24]2[CH:25]=[CH:26][CH:27]=[CH:28][C:23]=2[N:22]=[C:21]1[CH2:29][N:4]1[CH2:3][CH2:2][N:1]([C:7]2[CH:8]=[CH:9][C:10]3[N:11]([C:13]([C:16]([F:17])([F:18])[F:19])=[N:14][N:15]=3)[N:12]=2)[CH2:6][CH2:5]1, predict the reactants needed to synthesize it. The reactants are: [N:1]1([C:7]2[CH:8]=[CH:9][C:10]3[N:11]([C:13]([C:16]([F:19])([F:18])[F:17])=[N:14][N:15]=3)[N:12]=2)[CH2:6][CH2:5][NH:4][CH2:3][CH2:2]1.[O:20]1[C:24]2[CH:25]=[CH:26][CH:27]=[CH:28][C:23]=2[N:22]=[C:21]1[CH:29]=O. (2) Given the product [Cl:20][C:19]1[C:14]([N:11]2[CH2:10][CH2:9][N:8]([C:6]([O:5][C:1]([CH3:4])([CH3:3])[CH3:2])=[O:7])[CH2:13][CH2:12]2)=[N:15][CH:16]=[C:17]([C:21]2[O:27][CH:25]([CH3:26])[CH2:24][N:23]=2)[CH:18]=1, predict the reactants needed to synthesize it. The reactants are: [C:1]([O:5][C:6]([N:8]1[CH2:13][CH2:12][N:11]([C:14]2[C:19]([Cl:20])=[CH:18][C:17]([C:21]([NH:23][CH2:24][CH:25]([OH:27])[CH3:26])=O)=[CH:16][N:15]=2)[CH2:10][CH2:9]1)=[O:7])([CH3:4])([CH3:3])[CH3:2].CCN(C(C)C)C(C)C.CS(Cl)(=O)=O.